From a dataset of Forward reaction prediction with 1.9M reactions from USPTO patents (1976-2016). Predict the product of the given reaction. (1) Given the reactants [Cl:1][C:2]1[C:9]([Cl:10])=[CH:8][CH:7]=[CH:6][C:3]=1[CH2:4]Cl.C([O-])([O-])=O.[K+].[K+].[C:17]([O:21][C:22](=[O:47])[CH2:23][N:24]1[C:28]2[CH:29]=[CH:30][C:31]([NH:33][S:34]([C:37]3[CH:42]=[CH:41][C:40]([F:43])=[CH:39][CH:38]=3)(=[O:36])=[O:35])=[CH:32][C:27]=2[N:26]=[C:25]1[CH2:44][CH2:45][CH3:46])([CH3:20])([CH3:19])[CH3:18], predict the reaction product. The product is: [C:17]([O:21][C:22](=[O:47])[CH2:23][N:24]1[C:28]2[CH:29]=[CH:30][C:31]([N:33]([CH2:4][C:3]3[CH:6]=[CH:7][CH:8]=[C:9]([Cl:10])[C:2]=3[Cl:1])[S:34]([C:37]3[CH:38]=[CH:39][C:40]([F:43])=[CH:41][CH:42]=3)(=[O:35])=[O:36])=[CH:32][C:27]=2[N:26]=[C:25]1[CH2:44][CH2:45][CH3:46])([CH3:20])([CH3:19])[CH3:18]. (2) Given the reactants [F:1][C:2]1[CH:7]=[CH:6][CH:5]=[CH:4][C:3]=1[C:8]1[N:16]2[C:11]([CH:12]=[CH:13][CH:14]=[CH:15]2)=[CH:10][C:9]=1[CH:17]([N:19]1[C:23]2=[N:24][CH:25]=[N:26][C:27]([NH2:28])=[C:22]2[C:21](I)=[N:20]1)[CH3:18].[F:30][C:31]1[CH:32]=[C:33](B(O)O)[CH:34]=[C:35]([OH:37])[CH:36]=1.CCO.C([O-])([O-])=O.[Na+].[Na+], predict the reaction product. The product is: [NH2:28][C:27]1[N:26]=[CH:25][N:24]=[C:23]2[N:19]([CH:17]([C:9]3[CH:10]=[C:11]4[N:16]([C:8]=3[C:3]3[CH:4]=[CH:5][CH:6]=[CH:7][C:2]=3[F:1])[CH:15]=[CH:14][CH:13]=[CH:12]4)[CH3:18])[N:20]=[C:21]([C:33]3[CH:34]=[C:35]([OH:37])[CH:36]=[C:31]([F:30])[CH:32]=3)[C:22]=12. (3) Given the reactants [C:1]([C:3]1[CH:4]=[C:5]([CH:9]=[CH:10][C:11]=1[F:12])[C:6]([OH:8])=[O:7])#[N:2].O.[C:14]1(C)C=CC(S(O)(=O)=O)=CC=1, predict the reaction product. The product is: [C:1]([C:3]1[CH:4]=[C:5]([CH:9]=[CH:10][C:11]=1[F:12])[C:6]([O:8][CH3:14])=[O:7])#[N:2]. (4) Given the reactants Cl[C:2]1[C:3]2[CH2:11][N:10]([C:12]3[CH:19]=[CH:18][C:17]([CH3:20])=[CH:16][C:13]=3[C:14]#[N:15])[CH2:9][CH2:8][C:4]=2[N:5]=[CH:6][N:7]=1.[N:21]1[CH:22]=[CH:23][N:24]2[CH:29]=[CH:28][C:27]([CH2:30][NH2:31])=[CH:26][C:25]=12.C(N(CC)C(C)C)(C)C, predict the reaction product. The product is: [N:21]1[CH:22]=[CH:23][N:24]2[CH:29]=[CH:28][C:27]([CH2:30][NH:31][C:2]3[C:3]4[CH2:11][N:10]([C:12]5[CH:19]=[CH:18][C:17]([CH3:20])=[CH:16][C:13]=5[C:14]#[N:15])[CH2:9][CH2:8][C:4]=4[N:5]=[CH:6][N:7]=3)=[CH:26][C:25]=12. (5) Given the reactants [CH3:1][O:2][C:3](=[O:12])[CH2:4][CH:5]1[CH2:8][C:7](=[O:9])[C:6]1(Cl)Cl, predict the reaction product. The product is: [CH3:1][O:2][C:3](=[O:12])[CH2:4][CH:5]1[CH2:8][C:7](=[O:9])[CH2:6]1.